From a dataset of Forward reaction prediction with 1.9M reactions from USPTO patents (1976-2016). Predict the product of the given reaction. (1) The product is: [CH:12]1([CH2:11][O:10][C:8]2[CH:7]=[CH:6][C:5]3[CH2:15][CH:16]([C:18]4[N:19]=[CH:20][C:21]([OH:24])=[CH:22][CH:23]=4)[O:17][C:4]=3[CH:9]=2)[CH2:14][CH2:13]1. Given the reactants [H-].[Na+].Br[C:4]1[CH:9]=[C:8]([O:10][CH2:11][CH:12]2[CH2:14][CH2:13]2)[CH:7]=[CH:6][C:5]=1[CH2:15][CH:16]([C:18]1[CH:23]=[CH:22][C:21]([O:24][Si](C(C)C)(C(C)C)C(C)C)=[CH:20][N:19]=1)[OH:17].O, predict the reaction product. (2) Given the reactants [OH:1][CH2:2][CH2:3][O:4][C:5]1[CH:6]=[C:7]([CH:10]=[CH:11][CH:12]=1)[CH:8]=[O:9].C(N(CC)CC)C.[C:20](O[C:20](=[O:27])[C:21]1[CH:26]=[CH:25][CH:24]=[CH:23][CH:22]=1)(=[O:27])[C:21]1[CH:26]=[CH:25][CH:24]=[CH:23][CH:22]=1, predict the reaction product. The product is: [C:20]([O:1][CH2:2][CH2:3][O:4][C:5]1[CH:12]=[CH:11][CH:10]=[C:7]([CH:8]=[O:9])[CH:6]=1)(=[O:27])[C:21]1[CH:26]=[CH:25][CH:24]=[CH:23][CH:22]=1. (3) The product is: [CH2:1]([O:3][C:4]([CH:6]1[CH2:11][CH2:10][N:9]([CH2:12][CH2:13][O:14][C:15]2[CH:16]=[CH:17][C:18]([O:21][C:29]3[S:30][C:31]4[CH:37]=[CH:36][CH:35]=[CH:34][C:32]=4[N:33]=3)=[CH:19][CH:20]=2)[CH2:8][CH2:7]1)=[O:5])[CH3:2]. Given the reactants [CH2:1]([O:3][C:4]([CH:6]1[CH2:11][CH2:10][N:9]([CH2:12][CH2:13][O:14][C:15]2[CH:20]=[CH:19][C:18]([OH:21])=[CH:17][CH:16]=2)[CH2:8][CH2:7]1)=[O:5])[CH3:2].C([O-])([O-])=O.[Cs+].[Cs+].Cl[C:29]1[S:30][C:31]2[CH:37]=[CH:36][CH:35]=[CH:34][C:32]=2[N:33]=1, predict the reaction product. (4) Given the reactants [CH:1]1([CH2:4][O:5][C:6]23[CH2:15][CH:10]4[CH2:11][CH:12]([CH2:14][CH:8]([N:9]4C(OC(C)(C)C)=O)[CH2:7]2)[CH2:13]3)[CH2:3][CH2:2]1.FC(F)(F)C(O)=O, predict the reaction product. The product is: [CH:1]1([CH2:4][O:5][C:6]23[CH2:15][CH:10]4[CH2:11][CH:12]([CH2:14][CH:8]([NH:9]4)[CH2:7]2)[CH2:13]3)[CH2:3][CH2:2]1. (5) The product is: [Br:21][C:22]1[CH:41]=[CH:40][C:25]([O:26][C:16]2[CH:15]=[CH:14][C:11]([C:12]#[N:13])=[C:10]([NH:9][CH2:8][CH2:7][O:6][Si:5]([C:1]([CH3:4])([CH3:3])[CH3:2])([CH3:20])[CH3:19])[N:17]=2)=[CH:24][C:23]=1[CH:42]=[O:43]. Given the reactants [C:1]([Si:5]([CH3:20])([CH3:19])[O:6][CH2:7][CH2:8][NH:9][C:10]1[N:17]=[C:16](Cl)[CH:15]=[CH:14][C:11]=1[C:12]#[N:13])([CH3:4])([CH3:3])[CH3:2].[Br:21][C:22]1[CH:41]=[CH:40][C:25]([O:26]C2C=CC(C#N)=C(OCC(F)F)N=2)=[CH:24][C:23]=1[CH:42]=[O:43].C([O-])([O-])=O.[K+].[K+], predict the reaction product. (6) Given the reactants [C:1]([N:5]1[C:9]([C:10]2[CH:15]=[CH:14][C:13]([F:16])=[CH:12][CH:11]=2)=[C:8]([C:17](=[S:19])[NH2:18])[CH:7]=[N:6]1)([CH3:4])([CH3:3])[CH3:2].Br[CH2:21][C:22](=O)[C:23]([O:25][CH2:26][CH3:27])=[O:24], predict the reaction product. The product is: [C:1]([N:5]1[C:9]([C:10]2[CH:15]=[CH:14][C:13]([F:16])=[CH:12][CH:11]=2)=[C:8]([C:17]2[S:19][CH:21]=[C:22]([C:23]([O:25][CH2:26][CH3:27])=[O:24])[N:18]=2)[CH:7]=[N:6]1)([CH3:4])([CH3:2])[CH3:3]. (7) Given the reactants [Br:1][C:2]1[CH:3]=[C:4]([Si:9]([C:22]2[CH:27]=[CH:26][CH:25]=[CH:24][CH:23]=2)([C:16]2[CH:21]=[CH:20][CH:19]=[CH:18][CH:17]=2)[C:10]2[CH:15]=[CH:14][CH:13]=[CH:12][CH:11]=2)[CH:5]=[C:6](Br)[CH:7]=1.[CH:28]1[C:36]2[C:35]3[CH:37]=[CH:38][CH:39]=[CH:40][C:34]=3[O:33][C:32]=2[C:31](B(O)O)=[CH:30][CH:29]=1.C(=O)([O-])[O-].[K+].[K+], predict the reaction product. The product is: [Br:1][C:2]1[CH:3]=[C:4]([Si:9]([C:10]2[CH:15]=[CH:14][CH:13]=[CH:12][CH:11]=2)([C:16]2[CH:17]=[CH:18][CH:19]=[CH:20][CH:21]=2)[C:22]2[CH:23]=[CH:24][CH:25]=[CH:26][CH:27]=2)[CH:5]=[C:6]([C:40]2[C:34]3[O:33][C:32]4[CH:31]=[CH:30][CH:29]=[CH:28][C:36]=4[C:35]=3[CH:37]=[CH:38][CH:39]=2)[CH:7]=1. (8) Given the reactants [N+:1]([C:4]1[N:8]2[N:9]=[C:10]([NH:13][C@H:14]3[CH2:19][CH2:18][C@H:17]([OH:20])[CH2:16][CH2:15]3)[CH:11]=[CH:12][C:7]2=[N:6][CH:5]=1)([O-])=O.O.[OH-].[NH4+], predict the reaction product. The product is: [NH2:1][C:4]1[N:8]2[N:9]=[C:10]([NH:13][C@H:14]3[CH2:19][CH2:18][C@H:17]([OH:20])[CH2:16][CH2:15]3)[CH:11]=[CH:12][C:7]2=[N:6][CH:5]=1.